Predict the reactants needed to synthesize the given product. From a dataset of Full USPTO retrosynthesis dataset with 1.9M reactions from patents (1976-2016). (1) Given the product [C:1]([O:5][C:6](=[O:38])[N:7]([C:16]1[S:17][C@:18]2([C:32](=[O:37])[CH3:39])[C@H:20]([C@:21]([C:24]3[CH:29]=[CH:28][CH:27]=[C:26]([F:30])[C:25]=3[F:31])([CH3:23])[N:22]=1)[CH2:19]2)[CH2:8][O:9][CH2:10][CH2:11][Si:12]([CH3:14])([CH3:15])[CH3:13])([CH3:2])([CH3:4])[CH3:3], predict the reactants needed to synthesize it. The reactants are: [C:1]([O:5][C:6](=[O:38])[N:7]([C:16]1[S:17][C@:18]2([C:32](=[O:37])N(OC)C)[C@H:20]([C@:21]([C:24]3[CH:29]=[CH:28][CH:27]=[C:26]([F:30])[C:25]=3[F:31])([CH3:23])[N:22]=1)[CH2:19]2)[CH2:8][O:9][CH2:10][CH2:11][Si:12]([CH3:15])([CH3:14])[CH3:13])([CH3:4])([CH3:3])[CH3:2].[CH3:39][Mg]Br. (2) Given the product [Cl:1][C:2]1[CH:3]=[CH:4][C:5]2[N:11]3[CH:38]=[CH:39][N:40]=[C:10]3[CH:9]([CH2:13][C:14]3[S:15][C:16]([CH2:19][CH2:20][C:21]([O:23][CH3:24])=[O:22])=[CH:17][N:18]=3)[S:8][CH:7]([C:25]3[CH:30]=[CH:29][CH:28]=[C:27]([O:31][CH3:32])[C:26]=3[O:33][CH3:34])[C:6]=2[CH:35]=1, predict the reactants needed to synthesize it. The reactants are: [Cl:1][C:2]1[CH:3]=[CH:4][C:5]2[NH:11][C:10](=S)[C@@H:9]([CH2:13][C:14]3[S:15][C:16]([CH2:19][CH2:20][C:21]([O:23][CH3:24])=[O:22])=[CH:17][N:18]=3)[S:8][C@H:7]([C:25]3[CH:30]=[CH:29][CH:28]=[C:27]([O:31][CH3:32])[C:26]=3[O:33][CH3:34])[C:6]=2[CH:35]=1.CO[CH:38](OC)[CH2:39][NH2:40].C(OCC)(=O)C. (3) Given the product [C:46]([O:45][C:43]([NH:1][C@@H:2]([C@H:17]([O:26][Si:27]([C:30]([CH3:33])([CH3:32])[CH3:31])([CH3:28])[CH3:29])[CH2:18][O:19][C:20]1[CH:21]=[CH:22][CH:23]=[CH:24][CH:25]=1)[CH2:3][CH2:4]/[CH:5]=[CH:6]/[C:7]1[CH:16]=[CH:15][C:10]([C:11]([O:13][CH3:14])=[O:12])=[CH:9][CH:8]=1)=[O:44])([CH3:49])([CH3:48])[CH3:47], predict the reactants needed to synthesize it. The reactants are: [NH2:1][C@@H:2]([C@H:17]([O:26][Si:27]([C:30]([CH3:33])([CH3:32])[CH3:31])([CH3:29])[CH3:28])[CH2:18][O:19][C:20]1[CH:25]=[CH:24][CH:23]=[CH:22][CH:21]=1)[CH2:3][CH2:4]/[CH:5]=[CH:6]/[C:7]1[CH:16]=[CH:15][C:10]([C:11]([O:13][CH3:14])=[O:12])=[CH:9][CH:8]=1.CCN(C(C)C)C(C)C.[C:43](O[C:43]([O:45][C:46]([CH3:49])([CH3:48])[CH3:47])=[O:44])([O:45][C:46]([CH3:49])([CH3:48])[CH3:47])=[O:44]. (4) The reactants are: [F:1][C:2]1[CH:16]=[CH:15][C:5]([CH2:6][CH:7]2[CH2:12][CH2:11][N:10]([CH:13]=[O:14])[CH2:9][CH2:8]2)=[CH:4][CH:3]=1.C(C1[C:28]2[C:23](=[CH:24][C:25]([Cl:32])=[C:26](C(O)=O)[CH:27]=2)[NH:22][CH:21]=1)(=O)C.[C:33]([N:40]1[CH:44]=[CH:43]N=C1)([N:35]1[CH:39]=[CH:38]N=C1)=O.Cl.FC1C=[CH:58][C:50]([CH2:51]C2CCNCC2)=[CH:49]C=1.C(O)(=O)CC(CC(O)=O)(C(O)=O)O. Given the product [C:50]([C:33]1[N:35]=[C:39]([C:38]2[C:28]3[C:23](=[CH:24][C:25]([Cl:32])=[C:26]([C:13]([N:10]4[CH2:11][CH2:12][CH:7]([CH2:6][C:5]5[CH:15]=[CH:16][C:2]([F:1])=[CH:3][CH:4]=5)[CH2:8][CH2:9]4)=[O:14])[CH:27]=3)[NH:22][CH:21]=2)[CH:43]=[CH:44][N:40]=1)([CH3:58])([CH3:51])[CH3:49], predict the reactants needed to synthesize it.